This data is from Full USPTO retrosynthesis dataset with 1.9M reactions from patents (1976-2016). The task is: Predict the reactants needed to synthesize the given product. (1) Given the product [OH:7][C:8]1[CH:13]=[CH:12][C:11]([C:14]([C:16]2[CH:17]=[CH:18][C:19]([OH:22])=[CH:20][CH:21]=2)([C:23]2[CH:28]=[CH:27][C:26]([O:29][CH2:2][C:3]([O:5][CH3:6])=[O:4])=[CH:25][CH:24]=2)[CH3:15])=[CH:10][CH:9]=1, predict the reactants needed to synthesize it. The reactants are: Br[CH2:2][C:3]([O:5][CH3:6])=[O:4].[OH:7][C:8]1[CH:13]=[CH:12][C:11]([C:14]([C:23]2[CH:28]=[CH:27][C:26]([OH:29])=[CH:25][CH:24]=2)([C:16]2[CH:21]=[CH:20][C:19]([OH:22])=[CH:18][CH:17]=2)[CH3:15])=[CH:10][CH:9]=1. (2) Given the product [CH:22]1([CH2:21][C:9]([CH2:8][C:7]2[CH:6]=[CH:5][C:4]([S:3][C:2]([F:16])([F:1])[F:17])=[CH:15][CH:14]=2)([C:12]#[N:13])[C:10]#[N:11])[CH2:25][CH2:24][CH2:23]1, predict the reactants needed to synthesize it. The reactants are: [F:1][C:2]([F:17])([F:16])[S:3][C:4]1[CH:15]=[CH:14][C:7]([CH2:8][CH:9]([C:12]#[N:13])[C:10]#[N:11])=[CH:6][CH:5]=1.[H-].[Na+].Br[CH2:21][CH:22]1[CH2:25][CH2:24][CH2:23]1. (3) The reactants are: Cl[C:2]1[C:11]2[C:6](=[CH:7][C:8]([O:14][CH2:15][CH2:16][CH2:17][N:18]3[CH2:23][CH2:22][CH2:21][CH2:20][CH2:19]3)=[C:9]([O:12][CH3:13])[CH:10]=2)[N:5]=[CH:4][N:3]=1.[OH:24][C:25]1[CH:26]=[C:27]2[C:31](=[CH:32][CH:33]=1)[NH:30][CH:29]=[CH:28]2. Given the product [NH:30]1[C:31]2[C:27](=[CH:26][C:25]([O:24][C:2]3[C:11]4[C:6](=[CH:7][C:8]([O:14][CH2:15][CH2:16][CH2:17][N:18]5[CH2:23][CH2:22][CH2:21][CH2:20][CH2:19]5)=[C:9]([O:12][CH3:13])[CH:10]=4)[N:5]=[CH:4][N:3]=3)=[CH:33][CH:32]=2)[CH:28]=[CH:29]1, predict the reactants needed to synthesize it. (4) Given the product [F:22][C:21]([F:24])([F:23])[C:19]([C:7]1[C:6]2[C:10](=[C:2]([F:1])[CH:3]=[CH:4][C:5]=2[C:15]([F:18])([F:16])[F:17])[N:9]([CH2:11][CH2:12][O:13][CH3:14])[CH:8]=1)=[O:20], predict the reactants needed to synthesize it. The reactants are: [F:1][C:2]1[CH:3]=[CH:4][C:5]([C:15]([F:18])([F:17])[F:16])=[C:6]2[C:10]=1[N:9]([CH2:11][CH2:12][O:13][CH3:14])[CH:8]=[CH:7]2.[C:19](O[C:19]([C:21]([F:24])([F:23])[F:22])=[O:20])([C:21]([F:24])([F:23])[F:22])=[O:20]. (5) Given the product [CH2:8]([N:10]1[C:15]2[N:16]=[C:17]([S:21][CH3:22])[N:18]=[C:19]([CH3:20])[C:14]=2[CH:13]=[C:12]([C:23]2[NH:27][CH:26]=[N:25][CH:24]=2)[C:11]1=[O:3])[CH3:9], predict the reactants needed to synthesize it. The reactants are: C(OC(=O)C)(=[O:3])C.[CH2:8]([N:10]1[C:15]2[N:16]=[C:17]([S:21][CH3:22])[N:18]=[C:19]([CH3:20])[C:14]=2[CH:13]=[C:12]([C:23]2[NH:27][CH:26]=[N:25][CH:24]=2)[C:11]1=N)[CH3:9]. (6) Given the product [Cl:1][C:2]1[CH:3]=[C:4]2[C:9](=[CH:10][CH:11]=1)[CH:8]=[C:7]([S:12]([N:15]([C@H:21]1[CH2:25][CH2:24][N:23]([C@@H:26]([CH3:35])[C:27]([N:29]3[CH2:34][CH2:33][O:32][CH2:31][CH2:30]3)=[O:28])[C:22]1=[O:36])[CH2:16][C:17]([OH:19])=[O:18])(=[O:14])=[O:13])[CH:6]=[CH:5]2, predict the reactants needed to synthesize it. The reactants are: [Cl:1][C:2]1[CH:3]=[C:4]2[C:9](=[CH:10][CH:11]=1)[CH:8]=[C:7]([S:12]([N:15]([C@H:21]1[CH2:25][CH2:24][N:23]([C@@H:26]([CH3:35])[C:27]([N:29]3[CH2:34][CH2:33][O:32][CH2:31][CH2:30]3)=[O:28])[C:22]1=[O:36])[CH2:16][C:17]([O:19]C)=[O:18])(=[O:14])=[O:13])[CH:6]=[CH:5]2.[OH-].[Li+].Cl.